From a dataset of Catalyst prediction with 721,799 reactions and 888 catalyst types from USPTO. Predict which catalyst facilitates the given reaction. (1) The catalyst class is: 23. Product: [CH2:18]([O:10][C:3]1[CH:4]=[C:5]([F:9])[C:6]([F:8])=[CH:7][C:2]=1[Br:1])[C:19]1[CH:24]=[CH:23][CH:22]=[CH:21][CH:20]=1. Reactant: [Br:1][C:2]1[CH:7]=[C:6]([F:8])[C:5]([F:9])=[CH:4][C:3]=1[OH:10].C(=O)([O-])[O-].[K+].[K+].Br[CH2:18][C:19]1[CH:24]=[CH:23][CH:22]=[CH:21][CH:20]=1. (2) Reactant: [Cl:1][C:2]1[CH:3]=[C:4]([S:9]([N:12]2[C:21]3[C:16](=[CH:17][CH:18]=[CH:19][CH:20]=3)[NH:15][C:14](=[O:22])[C@H:13]2[CH2:23][C:24]([OH:26])=[O:25])(=[O:11])=[O:10])[CH:5]=[CH:6][C:7]=1[Cl:8].CCN(CC)CC.CCN=C=NCCCN(C)C.C1C=CC2N(O)N=NC=2C=1.[N:55]1[C:64]2[NH:63][CH2:62][CH2:61][CH2:60][C:59]=2[CH:58]=[CH:57][C:56]=1[CH2:65][CH2:66][CH2:67][CH2:68]O. The catalyst class is: 2. Product: [Cl:1][C:2]1[CH:3]=[C:4]([S:9]([N:12]2[C:21]3[C:16](=[CH:17][CH:18]=[CH:19][CH:20]=3)[NH:15][C:14](=[O:22])[C@H:13]2[CH2:23][C:24]([O:26][CH2:68][CH2:67][CH2:66][CH2:65][C:56]2[CH:57]=[CH:58][C:59]3[CH2:60][CH2:61][CH2:62][NH:63][C:64]=3[N:55]=2)=[O:25])(=[O:11])=[O:10])[CH:5]=[CH:6][C:7]=1[Cl:8]. (3) Product: [CH3:28][S:29]([O:14][CH2:12][CH2:11][C:3]1[CH:4]=[C:5]([N+:8]([O-:10])=[O:9])[CH:6]=[CH:7][C:2]=1[CH3:1])(=[O:31])=[O:30]. Reactant: [CH3:1][C:2]1[CH:7]=[CH:6][C:5]([N+:8]([O-:10])=[O:9])=[CH:4][C:3]=1[CH2:11][C:12]([OH:14])=O.B.O1CCCC1.C(N(CC)CC)C.[CH3:28][S:29](Cl)(=[O:31])=[O:30]. The catalyst class is: 410.